This data is from Forward reaction prediction with 1.9M reactions from USPTO patents (1976-2016). The task is: Predict the product of the given reaction. (1) Given the reactants [F:1][C:2]([F:18])([F:17])[CH:3]([OH:16])[CH2:4][C:5]1[CH:10]=[CH:9][C:8]([O:11][C:12]([F:15])([F:14])[F:13])=[CH:7][CH:6]=1.FC(F)(F)S(O[Si:25]([C:28]([CH3:31])([CH3:30])[CH3:29])([CH3:27])[CH3:26])(=O)=O.CC1C=CC=C(C)N=1.C(=O)([O-])O.[Na+], predict the reaction product. The product is: [C:28]([Si:25]([CH3:27])([CH3:26])[O:16][CH:3]([CH2:4][C:5]1[CH:10]=[CH:9][C:8]([O:11][C:12]([F:13])([F:14])[F:15])=[CH:7][CH:6]=1)[C:2]([F:17])([F:18])[F:1])([CH3:31])([CH3:30])[CH3:29]. (2) Given the reactants [Cl:1][C:2]1[CH:27]=[CH:26][C:5]([CH2:6][N:7]2[C:15]3[C:10](=[CH:11][C:12]([CH:16]=[C:17]4[S:21][C:20](SCC)=[N:19][C:18]4=[O:25])=[CH:13][CH:14]=3)[CH:9]=[N:8]2)=[C:4]([C:28]([F:31])([F:30])[F:29])[CH:3]=1.[C:32]([O:36][C:37]([N:39]1[CH2:43][CH2:42][CH:41]([NH:44][CH3:45])[CH2:40]1)=[O:38])([CH3:35])([CH3:34])[CH3:33], predict the reaction product. The product is: [C:32]([O:36][C:37]([N:39]1[CH2:43][CH2:42][CH:41]([N:44]([C:20]2[S:21][C:17](=[CH:16][C:12]3[CH:11]=[C:10]4[C:15](=[CH:14][CH:13]=3)[N:7]([CH2:6][C:5]3[CH:26]=[CH:27][C:2]([Cl:1])=[CH:3][C:4]=3[C:28]([F:30])([F:31])[F:29])[N:8]=[CH:9]4)[C:18](=[O:25])[N:19]=2)[CH3:45])[CH2:40]1)=[O:38])([CH3:35])([CH3:34])[CH3:33].